Dataset: Peptide-MHC class II binding affinity with 134,281 pairs from IEDB. Task: Regression. Given a peptide amino acid sequence and an MHC pseudo amino acid sequence, predict their binding affinity value. This is MHC class II binding data. (1) The peptide sequence is LRYRYGLFKQRIAKE. The MHC is HLA-DPA10301-DPB10402 with pseudo-sequence HLA-DPA10301-DPB10402. The binding affinity (normalized) is 0.796. (2) The peptide sequence is AAGAQLLWQLPLLSI. The MHC is DRB3_0101 with pseudo-sequence DRB3_0101. The binding affinity (normalized) is 0.355. (3) The peptide sequence is EKKYFAATKFEPLAA. The MHC is DRB1_0701 with pseudo-sequence DRB1_0701. The binding affinity (normalized) is 0.906. (4) The MHC is HLA-DQA10104-DQB10503 with pseudo-sequence HLA-DQA10104-DQB10503. The binding affinity (normalized) is 0.121. The peptide sequence is GFPVRPQVPLRPMTYKGAFDL.